Dataset: Forward reaction prediction with 1.9M reactions from USPTO patents (1976-2016). Task: Predict the product of the given reaction. (1) Given the reactants [CH:1]([N:4]([CH3:29])[C:5]1[C:6]([C:19]2[CH:28]=[C:27]3[C:22]([N:23]=[CH:24][CH:25]=[N:26]3)=[CH:21][CH:20]=2)=[N:7][C:8]2[C:13]([N:14]=1)=[CH:12][C:11]([C:15]([O:17]C)=[O:16])=[CH:10][CH:9]=2)([CH3:3])[CH3:2].[OH-].[Na+].Cl, predict the reaction product. The product is: [CH:1]([N:4]([CH3:29])[C:5]1[C:6]([C:19]2[CH:28]=[C:27]3[C:22]([N:23]=[CH:24][CH:25]=[N:26]3)=[CH:21][CH:20]=2)=[N:7][C:8]2[C:13]([N:14]=1)=[CH:12][C:11]([C:15]([OH:17])=[O:16])=[CH:10][CH:9]=2)([CH3:3])[CH3:2]. (2) Given the reactants Br[C:2]1[N:7]=[CH:6][C:5]([CH:8]=[O:9])=[CH:4][CH:3]=1.[Br-].[CH2:11]([Zn+])[CH2:12][CH2:13][CH3:14], predict the reaction product. The product is: [CH2:11]([C:2]1[N:7]=[CH:6][C:5]([CH:8]=[O:9])=[CH:4][CH:3]=1)[CH2:12][CH2:13][CH3:14]. (3) Given the reactants [F:1][C:2]([F:18])([F:17])[C:3]1[CH:4]=[CH:5][C:6]([O:9][C:10]2[CH:11]=[CH:12][C:13]([OH:16])=[N:14][CH:15]=2)=[N:7][CH:8]=1.[I-].C([Si](C)(C)[O:25][CH:26]1[CH2:31][CH2:30][N:29]([C:32](N2C=C[N+](C)=C2)=[O:33])[CH2:28][CH2:27]1)(C)(C)C.C(N(CC)CC)C, predict the reaction product. The product is: [F:18][C:2]([F:1])([F:17])[C:3]1[CH:4]=[CH:5][C:6]([O:9][C:10]2[CH:11]=[CH:12][C:13]([O:16][C:32]([N:29]3[CH2:30][CH2:31][CH:26]([OH:25])[CH2:27][CH2:28]3)=[O:33])=[N:14][CH:15]=2)=[N:7][CH:8]=1.